This data is from Full USPTO retrosynthesis dataset with 1.9M reactions from patents (1976-2016). The task is: Predict the reactants needed to synthesize the given product. (1) Given the product [F:13][C:5]1[C:6]([OH:16])=[CH:7][CH:8]=[CH:9][C:4]=1[C:1](=[O:3])[CH3:2], predict the reactants needed to synthesize it. The reactants are: [C:1]([C:4]1[C:5]([F:13])=[C:6](B(O)O)[CH:7]=[CH:8][CH:9]=1)(=[O:3])[CH3:2].C(O)(=[O:16])C.OO. (2) Given the product [F:1][C:2]1[CH:3]=[C:4]([N:8]2[CH:12]=[C:11]([NH:13][C:14](=[O:18])[CH:15]([CH3:17])[CH3:16])[C:10]([CH2:19][OH:20])=[N:9]2)[CH:5]=[N:6][CH:7]=1.[F:1][C:2]1[CH:3]=[C:4]([N:8]2[CH:12]=[C:11]([NH:13][C:14](=[O:18])[CH:15]([CH3:16])[CH3:17])[CH:10]=[N:9]2)[CH:5]=[N:6][CH:7]=1, predict the reactants needed to synthesize it. The reactants are: [F:1][C:2]1[CH:3]=[C:4]([N:8]2[CH:12]=[C:11]([NH:13][C:14](=[O:18])[CH:15]([CH3:17])[CH3:16])[C:10]([CH:19]=[O:20])=[N:9]2)[CH:5]=[N:6][CH:7]=1.[BH4-].[Na+].Cl.C(=O)(O)[O-].[Na+].